From a dataset of Reaction yield outcomes from USPTO patents with 853,638 reactions. Predict the reaction yield, written as a fraction of the theoretical maximum amount of product (1.0 means a 100% yield; for example, 0.34 means a 34% yield). (1) The reactants are C(OC(OCC)CCN)C.C(OC(OC(OC(C)(C)C)=O)=O)(C)(C)C.C1(C)C=CC(S(O)(=O)=O)=CC=1.C(O[CH:40](OCC)[CH2:41][CH2:42][NH:43][C:44](=[O:50])[O:45][C:46]([CH3:49])([CH3:48])[CH3:47])C.[NH2:54][CH:55]([C:59]1[N:60]([CH2:70][C:71]2[CH:76]=[CH:75][CH:74]=[CH:73][CH:72]=2)[C:61](=[O:69])[C:62]2[C:67]([CH3:68])=[N:66][S:65][C:63]=2[N:64]=1)[CH:56]([CH3:58])[CH3:57].C(O[BH3-])(=O)C.[Na+]. The catalyst is C1COCC1.C(O)(=O)C.C1(C)C=CC=CC=1.O. The product is [C:46]([O:45][C:44](=[O:50])[NH:43][CH2:42][CH2:41][CH2:40][NH:54][CH:55]([C:59]1[N:60]([CH2:70][C:71]2[CH:72]=[CH:73][CH:74]=[CH:75][CH:76]=2)[C:61](=[O:69])[C:62]2[C:67]([CH3:68])=[N:66][S:65][C:63]=2[N:64]=1)[CH:56]([CH3:58])[CH3:57])([CH3:47])([CH3:48])[CH3:49]. The yield is 0.920. (2) The reactants are [C:1]12([NH:6][C:7]3[C:12]([C:13]([NH2:15])=[O:14])=[CH:11][N:10]=[C:9](S(C)=O)[N:8]=3)[CH2:5][CH:3]([CH2:4]1)[CH2:2]2.C12(NC3C(C(N)=O)=CN=C(S(C)(=O)=O)N=3)CC(C1)C2.Cl.[O:39]1[CH2:44][CH2:43][CH:42]([NH2:45])[CH2:41][CH2:40]1.CCN(C(C)C)C(C)C. The catalyst is CN1C(=O)CCC1. The product is [C:1]12([NH:6][C:7]3[C:12]([C:13]([NH2:15])=[O:14])=[CH:11][N:10]=[C:9]([NH:45][CH:42]4[CH2:43][CH2:44][O:39][CH2:40][CH2:41]4)[N:8]=3)[CH2:5][CH:3]([CH2:4]1)[CH2:2]2. The yield is 0.670. (3) The reactants are [OH:1][C:2]1[C:3]([N+:8]([O-:10])=[O:9])=[N:4][CH:5]=[CH:6][CH:7]=1.[CH3:11][C:12]([CH3:19])([CH2:17]O)[C:13]([O:15][CH3:16])=[O:14].CC(OC(/N=N/C(OC(C)C)=O)=O)C. The catalyst is O1CCOCC1. The product is [CH3:11][C:12]([CH3:19])([CH2:17][O:1][C:2]1[C:3]([N+:8]([O-:10])=[O:9])=[N:4][CH:5]=[CH:6][CH:7]=1)[C:13]([O:15][CH3:16])=[O:14]. The yield is 0.610. (4) The reactants are [OH:1][C:2]1[C:9]([O:10][CH3:11])=[CH:8][C:5]([CH:6]=[O:7])=[C:4]([N+:12]([O-:14])=[O:13])[CH:3]=1.[F:15][C:16]([F:35])([F:34])[S:17](N(C1C=CC=CC=1)[S:17]([C:16]([F:35])([F:34])[F:15])(=[O:19])=[O:18])(=[O:19])=[O:18]. The catalyst is C(Cl)Cl. The product is [F:15][C:16]([F:35])([F:34])[S:17]([O:1][C:2]1[CH:3]=[C:4]([N+:12]([O-:14])=[O:13])[C:5]([CH:6]=[O:7])=[CH:8][C:9]=1[O:10][CH3:11])(=[O:19])=[O:18]. The yield is 0.570. (5) The reactants are [C:1]1([Mg]Br)[CH:6]=[CH:5][CH:4]=[CH:3][CH:2]=1.[CH:9]([C:11]1[CH:12]=[C:13]([CH:18]=[CH:19][CH:20]=1)[C:14]([O:16]C)=[O:15])=[O:10]. The catalyst is C1COCC1. The product is [OH:10][CH:9]([C:1]1[CH:6]=[CH:5][CH:4]=[CH:3][CH:2]=1)[C:11]1[CH:12]=[C:13]([CH:18]=[CH:19][CH:20]=1)[C:14]([OH:16])=[O:15]. The yield is 0.200. (6) The reactants are [Cl:1][C:2]1[CH:7]=[CH:6][CH:5]=[CH:4][N:3]=1.[Li+].CC([N-]C(C)C)C.[CH:16](=[O:18])[CH3:17].O. The catalyst is C1COCC1. The product is [Cl:1][C:2]1[C:7]([CH:16]([OH:18])[CH3:17])=[CH:6][CH:5]=[CH:4][N:3]=1. The yield is 0.380. (7) The reactants are Br[C:2]1[CH:7]=[CH:6][C:5]([C:8]2[N:9]=[C:10]([C@@H:13]3[CH2:17][CH2:16][CH2:15][N:14]3[C:18]([O:20][CH2:21][C:22]3[CH:27]=[CH:26][CH:25]=[CH:24][CH:23]=3)=[O:19])[NH:11][CH:12]=2)=[CH:4][CH:3]=1.[CH3:28][C:29]([CH3:56])([CH3:55])[CH:30]([NH:51][C:52](=[O:54])[O-:53])[C:31]1[NH:32][C:33]([C:36]2[CH:41]=[CH:40][C:39](B3OC(C)(C)C(C)(C)O3)=[CH:38][CH:37]=2)=[CH:34][N:35]=1.C([O-])(O)=O.[Na+].N#N. The catalyst is COCCOC.O.C1C=CC([P]([Pd]([P](C2C=CC=CC=2)(C2C=CC=CC=2)C2C=CC=CC=2)([P](C2C=CC=CC=2)(C2C=CC=CC=2)C2C=CC=CC=2)[P](C2C=CC=CC=2)(C2C=CC=CC=2)C2C=CC=CC=2)(C2C=CC=CC=2)C2C=CC=CC=2)=CC=1. The product is [C:5]([O:53][C:52]([NH:51][C@H:30]([C:31]1[NH:35][CH:34]=[C:33]([C:36]2[CH:41]=[CH:40][C:39]([C:2]3[CH:7]=[CH:6][C:5]([C:8]4[N:9]=[C:10]([C@@H:13]5[CH2:17][CH2:16][CH2:15][N:14]5[C:18]([O:20][CH2:21][C:22]5[CH:27]=[CH:26][CH:25]=[CH:24][CH:23]=5)=[O:19])[NH:11][CH:12]=4)=[CH:4][CH:3]=3)=[CH:38][CH:37]=2)[N:32]=1)[C:29]([CH3:55])([CH3:28])[CH3:56])=[O:54])([CH3:8])([CH3:6])[CH3:4]. The yield is 0.840. (8) The reactants are OC1C([N+]([O-])=O)([N+]([O-])=O)C(O)=[N:5][C:4](=[C:15]([N+:19]([O-:21])=[O:20])[N+:16]([O-:18])=[O:17])[N:3]=1.OC1C=C(O)N=C(C)N=1. No catalyst specified. The product is [NH2:3][C:4]([NH2:5])=[C:15]([N+:19]([O-:21])=[O:20])[N+:16]([O-:18])=[O:17]. The yield is 0.500. (9) The reactants are C(OC([N:8]([CH:12]1[CH2:17][CH2:16][N:15]([CH2:18][C:19]2[CH:20]=[N:21][CH:22]=[CH:23][C:24]=2[O:25][CH3:26])[CH2:14][CH2:13]1)[CH:9]([CH3:11])[CH3:10])=O)(C)(C)C.Cl. The catalyst is O1CCOCC1. The product is [CH:9]([NH:8][CH:12]1[CH2:13][CH2:14][N:15]([CH2:18][C:19]2[CH:20]=[N:21][CH:22]=[CH:23][C:24]=2[O:25][CH3:26])[CH2:16][CH2:17]1)([CH3:11])[CH3:10]. The yield is 0.650. (10) The reactants are [CH3:1][S:2]([CH2:5][C:6](=O)[CH3:7])(=[O:4])=[O:3].[Cl-].[NH4+:10].[C-:11]#[N:12].[K+]. The catalyst is O.[NH4+].[OH-]. The product is [NH2:10][C:6]([CH3:7])([CH2:5][S:2]([CH3:1])(=[O:4])=[O:3])[C:11]#[N:12]. The yield is 0.450.